This data is from Forward reaction prediction with 1.9M reactions from USPTO patents (1976-2016). The task is: Predict the product of the given reaction. (1) The product is: [Cl:1][C:2]1[CH:16]=[CH:15][C:5]([CH2:6][N:7]2[C:8](=[O:14])[CH:9]=[CH:10][C:11]([C:22]3[CH:23]=[CH:24][C:19]([O:18][CH3:17])=[C:20]([NH:28][S:29]([CH3:32])(=[O:30])=[O:31])[CH:21]=3)=[CH:12]2)=[CH:4][CH:3]=1. Given the reactants [Cl:1][C:2]1[CH:16]=[CH:15][C:5]([CH2:6][N:7]2[CH:12]=[C:11](Br)[CH:10]=[CH:9][C:8]2=[O:14])=[CH:4][CH:3]=1.[CH3:17][O:18][C:19]1[CH:24]=[CH:23][C:22](B(O)O)=[CH:21][C:20]=1[NH:28][S:29]([CH3:32])(=[O:31])=[O:30], predict the reaction product. (2) Given the reactants [NH:1]1[C:10]2[C:5](=[CH:6][CH:7]=[CH:8][CH:9]=2)[CH2:4][CH2:3][CH2:2]1.[Na+:11].[Cl-].[S:13](=O)(=[O:16])([OH:15])[OH:14], predict the reaction product. The product is: [NH:1]1[C:10]2[C:5](=[CH:6][CH:7]=[C:8]([S:13]([O-:16])(=[O:15])=[O:14])[CH:9]=2)[CH2:4][CH2:3][CH2:2]1.[Na+:11]. (3) Given the reactants [Br:1][C:2]1[CH:3]=[C:4]2[C:12](=[CH:13][CH:14]=1)[NH:11][C:10]1[CH:9]([NH2:15])[CH2:8][CH2:7][CH2:6][C:5]2=1.[CH3:16][S:17](Cl)(=[O:19])=[O:18], predict the reaction product. The product is: [Br:1][C:2]1[CH:3]=[C:4]2[C:12](=[CH:13][CH:14]=1)[NH:11][C:10]1[CH:9]([NH:15][S:17]([CH3:16])(=[O:19])=[O:18])[CH2:8][CH2:7][CH2:6][C:5]2=1.